Task: Predict which catalyst facilitates the given reaction.. Dataset: Catalyst prediction with 721,799 reactions and 888 catalyst types from USPTO (1) Reactant: [CH:1]([C@@H:4]1[NH:8][C:7](=O)[CH2:6][CH2:5]1)([CH3:3])[CH3:2].[F:10][B-:11]([F:14])([F:13])[F:12].C[O+](C)C.[F:19][C:20]1[C:25]([NH:26][NH2:27])=[C:24]([F:28])[C:23]([F:29])=[C:22]([F:30])[C:21]=1[F:31].C(OC(O[CH2:40][CH3:41])OCC)C. Product: [NH+:26]1[NH:27][N:8]=[CH:7][CH:6]=1.[F:10][B-:11]([F:14])([F:13])[F:12].[CH:1]([C@H:4]1[N:8]2[C:41](=[N:27][N+:26]([C:25]3[C:20]([F:19])=[C:21]([F:31])[C:22]([F:30])=[C:23]([F:29])[C:24]=3[F:28])=[CH:7]2)[CH2:40][CH2:5]1)([CH3:3])[CH3:2]. The catalyst class is: 4. (2) Reactant: [C:1]([O:5][C:6]([N:8]1[CH2:20][CH2:19][C:11]2[NH:12][C:13]3[CH:14]=[CH:15][CH:16]=[CH:17][C:18]=3[C:10]=2[CH2:9]1)=[O:7])([CH3:4])([CH3:3])[CH3:2].C(=O)([O-])[O-].[Cs+].[Cs+].Br[CH2:28][C:29]([O:31][CH2:32][CH3:33])=[O:30]. Product: [C:1]([O:5][C:6]([N:8]1[CH2:20][CH2:19][C:11]2[N:12]([CH2:28][C:29]([O:31][CH2:32][CH3:33])=[O:30])[C:13]3[CH:14]=[CH:15][CH:16]=[CH:17][C:18]=3[C:10]=2[CH2:9]1)=[O:7])([CH3:4])([CH3:2])[CH3:3]. The catalyst class is: 21. (3) Reactant: C[O:2][C:3]([C:5]1[CH:6]=[C:7]2[C:12](=[C:13]([C:15]([CH3:18])([CH3:17])[CH3:16])[CH:14]=1)[O:11][CH2:10][CH2:9][C:8]2([CH3:20])[CH3:19])=[O:4].[OH-].[Na+].C1COCC1. Product: [C:15]([C:13]1[CH:14]=[C:5]([C:3]([OH:4])=[O:2])[CH:6]=[C:7]2[C:12]=1[O:11][CH2:10][CH2:9][C:8]2([CH3:20])[CH3:19])([CH3:18])([CH3:16])[CH3:17]. The catalyst class is: 5. (4) Reactant: [Cl:1][C:2]1[N:11]=[CH:10][C:9]2[NH:8][C:7](=[O:12])[CH:6]3[CH2:13][O:14][CH2:15][CH2:16][N:5]3[C:4]=2[N:3]=1.[CH3:17][C:18]([O-])([CH3:20])[CH3:19].[Na+].BrCC1CC1. Product: [Cl:1][C:2]1[N:11]=[CH:10][C:9]2[N:8]([CH2:17][CH:18]3[CH2:20][CH2:19]3)[C:7](=[O:12])[CH:6]3[CH2:13][O:14][CH2:15][CH2:16][N:5]3[C:4]=2[N:3]=1. The catalyst class is: 16. (5) Reactant: FC(F)(F)C(O)=O.[CH3:8][O:9][CH2:10][CH2:11][O:12][C:13]1[CH:18]=[CH:17][N:16]2[C:19]([C:22]3[CH:31]=[CH:30][C:29]4[C:24](=[C:25]([O:32][CH:33]5[CH2:38][CH2:37][N:36](C(OC(C)(C)C)=O)[CH2:35][CH2:34]5)[CH:26]=[CH:27][CH:28]=4)[N:23]=3)=[CH:20][N:21]=[C:15]2[CH:14]=1. Product: [CH3:8][O:9][CH2:10][CH2:11][O:12][C:13]1[CH:18]=[CH:17][N:16]2[C:19]([C:22]3[CH:31]=[CH:30][C:29]4[C:24](=[C:25]([O:32][CH:33]5[CH2:38][CH2:37][NH:36][CH2:35][CH2:34]5)[CH:26]=[CH:27][CH:28]=4)[N:23]=3)=[CH:20][N:21]=[C:15]2[CH:14]=1. The catalyst class is: 4. (6) Reactant: Br[CH2:2][C:3]([N:5]([O:7][CH3:8])[CH3:6])=[O:4].[CH2:9]([OH:12])[CH:10]=[CH2:11].C([O-])([O-])=O.[K+].[K+]. Product: [CH2:9]([O:12][CH2:2][C:3]([N:5]([O:7][CH3:8])[CH3:6])=[O:4])[CH:10]=[CH2:11]. The catalyst class is: 11.